This data is from Catalyst prediction with 721,799 reactions and 888 catalyst types from USPTO. The task is: Predict which catalyst facilitates the given reaction. (1) Reactant: C(OC([N:6]1[CH:11]2[CH2:12][CH2:13][CH:7]1[CH:8]=[C:9]([C:14]1[S:18][C:17]3[CH:19]=[CH:20][CH:21]=[C:22]([O:23][CH3:24])[C:16]=3[CH:15]=1)[CH2:10]2)=O)C.O.NN.[OH-].[K+].O. Product: [CH3:24][O:23][C:22]1[C:16]2[CH:15]=[C:14]([C:9]3[CH2:10][CH:11]4[NH:6][CH:7]([CH2:13][CH2:12]4)[CH:8]=3)[S:18][C:17]=2[CH:19]=[CH:20][CH:21]=1. The catalyst class is: 196. (2) Reactant: [CH3:1][N:2]([CH2:4][C:5]1[CH:6]=[CH:7][C:8]([O:42][CH3:43])=[C:9]([NH:11][C:12]([C@H:14]([NH:26][C:27]([N:29]2[CH2:34][CH2:33][N:32](C(OC(C)(C)C)=O)[CH2:31][CH2:30]2)=[O:28])[C@H:15]([C:17]2[C:25]3[C:20](=[CH:21][CH:22]=[CH:23][CH:24]=3)[NH:19][CH:18]=2)[CH3:16])=[O:13])[CH:10]=1)[CH3:3].[ClH:44].C(OCC)(=O)C. Product: [ClH:44].[ClH:44].[CH3:1][N:2]([CH2:4][C:5]1[CH:6]=[CH:7][C:8]([O:42][CH3:43])=[C:9]([NH:11][C:12]([C@H:14]([NH:26][C:27]([N:29]2[CH2:34][CH2:33][NH:32][CH2:31][CH2:30]2)=[O:28])[C@H:15]([C:17]2[C:25]3[C:20](=[CH:21][CH:22]=[CH:23][CH:24]=3)[NH:19][CH:18]=2)[CH3:16])=[O:13])[CH:10]=1)[CH3:3]. The catalyst class is: 13. (3) Reactant: [C:1]([C:4]1[CH:5]=[C:6]([N:11]2[CH2:15][CH2:14][N:13]([C:16]3[CH:17]=[N:18][CH:19]=[CH:20][C:21]=3[CH3:22])[C:12]2=[O:23])[CH:7]=[CH:8][C:9]=1F)(=O)[CH3:2].CO.O.[NH2:27][NH2:28]. Product: [CH3:2][C:1]1[C:4]2[C:9](=[CH:8][CH:7]=[C:6]([N:11]3[CH2:15][CH2:14][N:13]([C:16]4[CH:17]=[N:18][CH:19]=[CH:20][C:21]=4[CH3:22])[C:12]3=[O:23])[CH:5]=2)[NH:28][N:27]=1. The catalyst class is: 22. (4) Reactant: [C:1]([O:5][C:6]([N:8]1[CH2:12][C@H:11]([Si:13]([C:26]([CH3:29])([CH3:28])[CH3:27])([C:20]2[CH:25]=[CH:24][CH:23]=[CH:22][CH:21]=2)[C:14]2[CH:19]=[CH:18][CH:17]=[CH:16][CH:15]=2)[CH2:10][C@:9]1([OH:33])[C:30](=[O:32])[CH3:31])=[O:7])([CH3:4])([CH3:3])[CH3:2].[BH4-].[Na+]. Product: [C:1]([O:5][C:6]([N:8]1[CH2:12][C@H:11]([Si:13]([C:26]([CH3:29])([CH3:28])[CH3:27])([C:20]2[CH:25]=[CH:24][CH:23]=[CH:22][CH:21]=2)[C:14]2[CH:15]=[CH:16][CH:17]=[CH:18][CH:19]=2)[CH2:10][C@:9]1([OH:33])[CH:30]([OH:32])[CH3:31])=[O:7])([CH3:3])([CH3:2])[CH3:4]. The catalyst class is: 299. (5) Reactant: [CH3:1][C:2]1[CH:7]=[CH:6][C:5]([S:8][C:9]2[CH:14]=[CH:13][CH:12]=[CH:11][CH:10]=2)=[CH:4][C:3]=1[N+:15]([O-:17])=[O:16].[OH:18]OS([O-])=O.[K+].[OH2:24]. Product: [CH3:1][C:2]1[CH:7]=[CH:6][C:5]([S:8]([C:9]2[CH:14]=[CH:13][CH:12]=[CH:11][CH:10]=2)(=[O:18])=[O:24])=[CH:4][C:3]=1[N+:15]([O-:17])=[O:16]. The catalyst class is: 5.